From a dataset of Peptide-MHC class II binding affinity with 134,281 pairs from IEDB. Regression. Given a peptide amino acid sequence and an MHC pseudo amino acid sequence, predict their binding affinity value. This is MHC class II binding data. (1) The peptide sequence is VLDILTANKLIRQKL. The MHC is DRB1_1302 with pseudo-sequence DRB1_1302. The binding affinity (normalized) is 0.686. (2) The peptide sequence is GPVTILNWSFVRNDQ. The MHC is DRB3_0101 with pseudo-sequence DRB3_0101. The binding affinity (normalized) is 0.397. (3) The peptide sequence is VIEHLERLQRKHGGM. The MHC is DRB1_1101 with pseudo-sequence DRB1_1101. The binding affinity (normalized) is 0.791. (4) The binding affinity (normalized) is 0.0242. The MHC is DRB1_1501 with pseudo-sequence DRB1_1501. The peptide sequence is DMGFDAAALAPEHQP.